Predict the product of the given reaction. From a dataset of Forward reaction prediction with 1.9M reactions from USPTO patents (1976-2016). (1) Given the reactants Br[C:2]1[CH:31]=[CH:30][C:5]([C:6]([N:8]([CH2:22][CH2:23][CH2:24][CH:25]2[CH2:29][CH2:28][CH2:27][CH2:26]2)[C:9]2[CH:10]=[CH:11][C:12]3[C:17](=[O:18])[O:16][C:15]([CH3:20])([CH3:19])[O:14][C:13]=3[CH:21]=2)=[O:7])=[CH:4][CH:3]=1.[F:32][C:33]1[CH:38]=[CH:37][C:36]([C:39]#[CH:40])=[CH:35][CH:34]=1.C1(P(C2C=CC=CC=2)C2C=CC=CC=2)C=CC=CC=1, predict the reaction product. The product is: [CH:25]1([CH2:24][CH2:23][CH2:22][N:8]([C:9]2[CH:10]=[CH:11][C:12]3[C:17](=[O:18])[O:16][C:15]([CH3:20])([CH3:19])[O:14][C:13]=3[CH:21]=2)[C:6](=[O:7])[C:5]2[CH:4]=[CH:3][C:2]([C:40]#[C:39][C:36]3[CH:37]=[CH:38][C:33]([F:32])=[CH:34][CH:35]=3)=[CH:31][CH:30]=2)[CH2:26][CH2:27][CH2:28][CH2:29]1. (2) The product is: [CH3:1][O:2][C:3]1[CH:4]=[CH:5][C:6]([CH2:17][C:26]([C:28]2([CH3:31])[CH2:30][CH2:29]2)=[O:27])=[C:7]([NH:9][C:10](=[O:16])[O:11][C:12]([CH3:13])([CH3:14])[CH3:15])[CH:8]=1. Given the reactants [CH3:1][O:2][C:3]1[CH:4]=[CH:5][C:6]([CH3:17])=[C:7]([NH:9][C:10](=[O:16])[O:11][C:12]([CH3:15])([CH3:14])[CH3:13])[CH:8]=1.C([Li])(CC)C.CON(C)[C:26]([C:28]1([CH3:31])[CH2:30][CH2:29]1)=[O:27].[Cl-].[NH4+], predict the reaction product. (3) Given the reactants [C:1]([C:4]12[CH2:11][CH2:10][C:7]([NH:12][CH2:13][C:14]([N:16]3[CH2:20][C@@H:19]([F:21])[CH2:18][C@H:17]3[C:22]#[N:23])=[O:15])([CH2:8][CH2:9]1)[CH2:6][CH2:5]2)([OH:3])=O.[NH2:24][C:25]1[S:26][CH:27]=[C:28]([CH:30]2[CH2:32][CH2:31]2)[N:29]=1, predict the reaction product. The product is: [CH:30]1([C:28]2[N:29]=[C:25]([NH:24][C:1]([C:4]34[CH2:11][CH2:10][C:7]([NH:12][CH2:13][C:14]([N:16]5[CH2:20][C@@H:19]([F:21])[CH2:18][C@H:17]5[C:22]#[N:23])=[O:15])([CH2:6][CH2:5]3)[CH2:8][CH2:9]4)=[O:3])[S:26][CH:27]=2)[CH2:32][CH2:31]1. (4) Given the reactants [CH:1]1([N:7]([C:34](=[O:48])[CH2:35][CH2:36][NH:37][CH2:38][CH2:39][C:40]2[CH:45]=[CH:44][CH:43]=[C:42]([F:46])[C:41]=2[F:47])[CH2:8][CH2:9][N:10]([CH2:21][CH2:22][C:23]2[C:31]3[S:30][C:29](=[O:32])[NH:28][C:27]=3[C:26]([OH:33])=[CH:25][CH:24]=2)C(=O)OCC2C=CC=CC=2)[CH2:6][CH2:5][CH2:4][CH2:3][CH2:2]1.[BrH:49].C(O)(=O)C.C1(C)C=CC=CC=1, predict the reaction product. The product is: [BrH:49].[BrH:49].[CH:1]1([N:7]([CH2:8][CH2:9][NH:10][CH2:21][CH2:22][C:23]2[C:31]3[S:30][C:29](=[O:32])[NH:28][C:27]=3[C:26]([OH:33])=[CH:25][CH:24]=2)[C:34](=[O:48])[CH2:35][CH2:36][NH:37][CH2:38][CH2:39][C:40]2[CH:45]=[CH:44][CH:43]=[C:42]([F:46])[C:41]=2[F:47])[CH2:2][CH2:3][CH2:4][CH2:5][CH2:6]1. (5) Given the reactants [S:1]([C:4]1[CH:25]=[CH:24][C:7]2[N:8]=[C:9]([NH:11][C:12]([NH:14][CH2:15][CH2:16][N:17]3[CH2:22][CH2:21][N:20]([CH3:23])[CH2:19][CH2:18]3)=[O:13])[S:10][C:6]=2[CH:5]=1)C#N.SCC(C(CS)O)O, predict the reaction product. The product is: [CH3:23][N:20]1[CH2:19][CH2:18][N:17]([CH2:16][CH2:15][NH:14][C:12]([NH:11][C:9]2[S:10][C:6]3[CH:5]=[C:4]([SH:1])[CH:25]=[CH:24][C:7]=3[N:8]=2)=[O:13])[CH2:22][CH2:21]1.